This data is from Forward reaction prediction with 1.9M reactions from USPTO patents (1976-2016). The task is: Predict the product of the given reaction. (1) Given the reactants [CH2:1]([O:9][C:10]1[C:11](=[O:22])[O:12][C:13]2[C:20]([OH:21])=[CH:19][CH:18]=[CH:17][C:14]=2[C:15]=1[OH:16])[CH2:2][CH2:3][CH2:4][CH2:5][CH2:6][CH2:7][CH3:8].[C:23]([O:26][CH2:27][CH2:28][CH2:29]Br)(=[O:25])[CH3:24], predict the reaction product. The product is: [CH2:1]([O:9][C:10]1[C:11](=[O:22])[O:12][C:13]2[C:20]([O:21][CH2:29][CH2:28][CH2:27][O:26][C:23](=[O:25])[CH3:24])=[CH:19][CH:18]=[CH:17][C:14]=2[C:15]=1[OH:16])[CH2:2][CH2:3][CH2:4][CH2:5][CH2:6][CH2:7][CH3:8]. (2) Given the reactants [Br:1][C:2]1[C:3]([F:12])=[C:4]([CH:8]=[C:9]([Cl:11])[CH:10]=1)C(O)=O.CC[N:15]([CH:19](C)C)C(C)C.C1C=CC([O:28]P(OC2C=CC=CC=2)(N=[N+]=[N-])=O)=CC=1.[C:41]([OH:45])([CH3:44])([CH3:43])[CH3:42], predict the reaction product. The product is: [Br:1][C:2]1[C:3]([F:12])=[C:4]([NH:15][C:19](=[O:28])[O:45][C:41]([CH3:44])([CH3:43])[CH3:42])[CH:8]=[C:9]([Cl:11])[CH:10]=1. (3) Given the reactants [N+:1]([C:4]1[CH:12]=[CH:11][C:10]([S:13][S:13][C:10]2[CH:11]=[CH:12][C:4]([N+:1]([O-:3])=[O:2])=[C:5]([CH:9]=2)[C:6]([OH:8])=[O:7])=[CH:9][C:5]=1[C:6]([OH:8])=[O:7])([O-:3])=[O:2].[BH4-].[Na+].Cl, predict the reaction product. The product is: [SH:13][C:10]1[CH:11]=[CH:12][C:4]([N+:1]([O-:3])=[O:2])=[C:5]([CH:9]=1)[C:6]([OH:8])=[O:7]. (4) The product is: [Cl:1][C:2]1[N:7]=[C:6]([NH:8][C:9]2[CH:10]=[CH:11][C:12]([O:15][CH3:16])=[CH:13][CH:14]=2)[C:5]([NH2:17])=[CH:4][N:3]=1. Given the reactants [Cl:1][C:2]1[N:7]=[C:6]([NH:8][C:9]2[CH:14]=[CH:13][C:12]([O:15][CH3:16])=[CH:11][CH:10]=2)[C:5]([N+:17]([O-])=O)=[CH:4][N:3]=1, predict the reaction product. (5) Given the reactants [CH:1]1[C:10]2[C:5](=[CH:6][CH:7]=[CH:8][CH:9]=2)[CH:4]=[CH:3][C:2]=1[C:11]([NH:13][CH:14]1[C:21](=[O:22])[N:20]2[CH:23]([C:27](O)=[O:28])[CH2:24][CH2:25][CH2:26][CH:19]2[CH2:18][CH:17]=[CH:16][CH2:15]1)=[O:12].Cl.CN(C)CCCN=C=NCC.CN1CCOCC1.ON1C2C=CC=CC=2N=N1.[CH2:59]([O:66][C:67](=[O:80])[CH2:68][CH:69]([NH2:79])[CH2:70][O:71][Si:72]([C:75]([CH3:78])([CH3:77])[CH3:76])([CH3:74])[CH3:73])[C:60]1[CH:65]=[CH:64][CH:63]=[CH:62][CH:61]=1, predict the reaction product. The product is: [CH2:59]([O:66][C:67](=[O:80])[CH2:68][CH:69]([NH:79][C:27]([CH:23]1[N:20]2[C:21](=[O:22])[CH:14]([NH:13][C:11]([C:2]3[CH:3]=[CH:4][C:5]4[C:10](=[CH:9][CH:8]=[CH:7][CH:6]=4)[CH:1]=3)=[O:12])[CH2:15][CH:16]=[CH:17][CH2:18][CH:19]2[CH2:26][CH2:25][CH2:24]1)=[O:28])[CH2:70][O:71][Si:72]([C:75]([CH3:76])([CH3:77])[CH3:78])([CH3:74])[CH3:73])[C:60]1[CH:61]=[CH:62][CH:63]=[CH:64][CH:65]=1. (6) Given the reactants [F:1][C:2]1[CH:7]=[CH:6][CH:5]=[C:4]([F:8])[C:3]=1[C:9]1[N:14]=[C:13]([C:15]([OH:17])=O)[CH:12]=[CH:11][C:10]=1[F:18].[NH2:19][C:20]1[C:21]([N:29]2[CH2:34][C@H:33]([CH3:35])[CH2:32][C@H:31]([NH:36]C(=O)OC(C)(C)C)[CH2:30]2)=[C:22]2[CH2:28][CH2:27][O:26][C:23]2=[N:24][CH:25]=1.CN(C(ON1N=NC2C=CC=NC1=2)=[N+](C)C)C.F[P-](F)(F)(F)(F)F.CCN(C(C)C)C(C)C, predict the reaction product. The product is: [NH2:36][C@H:31]1[CH2:32][C@@H:33]([CH3:35])[CH2:34][N:29]([C:21]2[C:20]([NH:19][C:15]([C:13]3[CH:12]=[CH:11][C:10]([F:18])=[C:9]([C:3]4[C:4]([F:8])=[CH:5][CH:6]=[CH:7][C:2]=4[F:1])[N:14]=3)=[O:17])=[CH:25][N:24]=[C:23]3[O:26][CH2:27][CH2:28][C:22]=23)[CH2:30]1. (7) Given the reactants [CH2:1]([O:8][C:9](=[O:49])[NH:10][CH:11]([CH2:42][C:43]1[CH:48]=[CH:47][CH:46]=[CH:45][CH:44]=1)[C:12](=[O:41])[CH2:13][N:14]([CH2:28][C:29]1[CH:34]=[CH:33][C:32]([C:35]2[CH:40]=[CH:39][CH:38]=[CH:37][N:36]=2)=[CH:31][CH:30]=1)[NH:15][C:16](=[O:27])[CH:17]([NH:22][C:23]([O:25][CH3:26])=[O:24])[C:18]([CH3:21])([CH3:20])[CH3:19])[C:2]1[CH:7]=[CH:6][CH:5]=[CH:4][CH:3]=1.[H-].C(O[Al](OC(C)(C)C)OC(C)(C)C)(C)(C)C.[Li+], predict the reaction product. The product is: [CH2:1]([O:8][C:9](=[O:49])[NH:10][CH:11]([CH2:42][C:43]1[CH:48]=[CH:47][CH:46]=[CH:45][CH:44]=1)[CH:12]([OH:41])[CH2:13][N:14]([CH2:28][C:29]1[CH:30]=[CH:31][C:32]([C:35]2[CH:40]=[CH:39][CH:38]=[CH:37][N:36]=2)=[CH:33][CH:34]=1)[NH:15][C:16](=[O:27])[CH:17]([NH:22][C:23]([O:25][CH3:26])=[O:24])[C:18]([CH3:20])([CH3:19])[CH3:21])[C:2]1[CH:3]=[CH:4][CH:5]=[CH:6][CH:7]=1. (8) Given the reactants [F:1][C:2]1[CH:7]=[CH:6][C:5]([CH2:8][C:9]2[CH:18]=[C:17]3[C:12]([C:13]([OH:34])=[C:14]([C:29](OCC)=[O:30])[C:15](=[O:28])[N:16]3[CH2:19][CH2:20][N:21]3[CH2:26][CH2:25][CH2:24][CH2:23][C:22]3=[O:27])=[N:11][CH:10]=2)=[CH:4][CH:3]=1.[CH3:35][O:36][CH2:37][CH2:38][NH2:39], predict the reaction product. The product is: [F:1][C:2]1[CH:3]=[CH:4][C:5]([CH2:8][C:9]2[CH:18]=[C:17]3[C:12]([C:13]([OH:34])=[C:14]([C:29]([NH:39][CH2:38][CH2:37][O:36][CH3:35])=[O:30])[C:15](=[O:28])[N:16]3[CH2:19][CH2:20][N:21]3[CH2:26][CH2:25][CH2:24][CH2:23][C:22]3=[O:27])=[N:11][CH:10]=2)=[CH:6][CH:7]=1. (9) Given the reactants I[C:2]1[N:25]([S:26]([C:29]2[CH:34]=[CH:33][CH:32]=[CH:31][CH:30]=2)(=[O:28])=[O:27])[C:5]2=[N:6][CH:7]=[CH:8][C:9]([C:10]3[CH:11]=[CH:12][C:13]([O:18][CH:19]4[CH2:24][CH2:23][O:22][CH2:21][CH2:20]4)=[C:14]([CH:17]=3)[C:15]#[N:16])=[C:4]2[CH:3]=1.[N:35]1([C:40]2[CH:45]=[CH:44][C:43](B(O)O)=[CH:42][CH:41]=2)[CH:39]=[CH:38][CH:37]=[N:36]1.C(=O)([O-])[O-].[Cs+].[Cs+], predict the reaction product. The product is: [N:35]1([C:40]2[CH:41]=[CH:42][C:43]([C:2]3[N:25]([S:26]([C:29]4[CH:34]=[CH:33][CH:32]=[CH:31][CH:30]=4)(=[O:28])=[O:27])[C:5]4=[N:6][CH:7]=[CH:8][C:9]([C:10]5[CH:11]=[CH:12][C:13]([O:18][CH:19]6[CH2:24][CH2:23][O:22][CH2:21][CH2:20]6)=[C:14]([CH:17]=5)[C:15]#[N:16])=[C:4]4[CH:3]=3)=[CH:44][CH:45]=2)[CH:39]=[CH:38][CH:37]=[N:36]1. (10) Given the reactants [I:1][C:2]1[CH:8]=[CH:7][C:5]([NH2:6])=[CH:4][CH:3]=1.C([O-])([O-])=O.[K+].[K+].I[CH2:16][CH2:17][CH2:18][CH2:19][CH2:20][CH3:21], predict the reaction product. The product is: [I:1][C:2]1[CH:8]=[CH:7][C:5]([N:6]([CH2:7][CH2:8][CH2:2][CH2:3][CH2:4][CH3:5])[CH2:16][CH2:17][CH2:18][CH2:19][CH2:20][CH3:21])=[CH:4][CH:3]=1.